Dataset: CYP3A4 inhibition data for predicting drug metabolism from PubChem BioAssay. Task: Regression/Classification. Given a drug SMILES string, predict its absorption, distribution, metabolism, or excretion properties. Task type varies by dataset: regression for continuous measurements (e.g., permeability, clearance, half-life) or binary classification for categorical outcomes (e.g., BBB penetration, CYP inhibition). Dataset: cyp3a4_veith. (1) The compound is COc1cc(CCN)ccc1O. The result is 0 (non-inhibitor). (2) The compound is COc1ccccc1CN1CC2(CCN(C(=O)c3cccc(F)c3)CC2)C1. The result is 0 (non-inhibitor). (3) The molecule is CC(C)[C@@]12CC[C@@]3(CC[C@@H]4[C@@](C)(C(=O)O)CCC[C@@]4(C)[C@@H]3C1)[C@@H](CN)C2. The result is 0 (non-inhibitor). (4) The drug is COc1ccc(NC(=O)N2CCC(C(=O)c3ccc(F)cc3)CC2)cc1. The result is 0 (non-inhibitor). (5) The result is 1 (inhibitor). The compound is COc1ccc2cccc(N3CCN(CCNC(=O)c4ccc(F)cc4)CC3)c2c1. (6) The compound is Cc1cc(N)n(-c2ccc3ccccc3c2)n1. The result is 1 (inhibitor). (7) The molecule is CCN(CC)CCOc1ccc2nc(N(C)C)sc2c1.Cl. The result is 0 (non-inhibitor).